This data is from Full USPTO retrosynthesis dataset with 1.9M reactions from patents (1976-2016). The task is: Predict the reactants needed to synthesize the given product. (1) Given the product [F:17][C:18]1[CH:19]=[C:20]2[C:24](=[CH:25][C:26]=1[F:27])[NH:23][C:22]([C:28]1[CH:29]=[CH:30][C:31]([O:35][CH3:36])=[C:32]([NH:34][S:13]([CH2:1][CH2:2][CH2:3][CH2:4][CH2:5][CH2:6][CH2:7][CH2:8][CH2:9][CH2:10][CH2:11][CH3:12])(=[O:15])=[O:14])[CH:33]=1)=[CH:21]2, predict the reactants needed to synthesize it. The reactants are: [CH2:1]([S:13](Cl)(=[O:15])=[O:14])[CH2:2][CH2:3][CH2:4][CH2:5][CH2:6][CH2:7][CH2:8][CH2:9][CH2:10][CH2:11][CH3:12].[F:17][C:18]1[CH:19]=[C:20]2[C:24](=[CH:25][C:26]=1[F:27])[NH:23][C:22]([C:28]1[CH:29]=[CH:30][C:31]([O:35][CH3:36])=[C:32]([NH2:34])[CH:33]=1)=[CH:21]2.O.Cl. (2) The reactants are: [BrH:1].[CH3:2][N:3]1[CH2:7][CH2:6][CH2:5][C@@H:4]1[CH2:8][C:9]1[C:17]2[C:12](=[CH:13][CH:14]=[C:15]([CH:18]=[CH:19][S:20]([C:23]3[CH:28]=[CH:27][CH:26]=[CH:25][CH:24]=3)(=[O:22])=[O:21])[CH:16]=2)[NH:11][CH:10]=1.C(O)(C)C.Br.C(O)(C)C. Given the product [CH3:2][N:3]1[C@@H:4]([CH2:8][C:9]2[C:17]3[CH:16]=[C:15]([CH2:18][CH2:19][S:20]([C:23]4[CH:24]=[CH:25][CH:26]=[CH:27][CH:28]=4)(=[O:21])=[O:22])[CH:14]=[CH:13][C:12]=3[NH:11][CH:10]=2)[CH2:5][CH2:6][CH2:7]1.[BrH:1], predict the reactants needed to synthesize it.